The task is: Predict the reaction yield, written as a fraction of the theoretical maximum amount of product (1.0 means a 100% yield; for example, 0.34 means a 34% yield).. This data is from Reaction yield outcomes from USPTO patents with 853,638 reactions. (1) The reactants are [N+:1]([C:4]1[CH:12]=[C:11]2[C:7]([CH2:8][CH2:9][NH:10]2)=[CH:6][CH:5]=1)([O-:3])=[O:2].CCN(CC)CC.[C:20](Cl)(=[O:22])[CH3:21]. The catalyst is C1COCC1. The product is [C:20]([N:10]1[C:11]2[C:7](=[CH:6][CH:5]=[C:4]([N+:1]([O-:3])=[O:2])[CH:12]=2)[CH2:8][CH2:9]1)(=[O:22])[CH3:21]. The yield is 1.00. (2) The reactants are [O-]P([O-])([O-])=O.[K+].[K+].[K+].[CH2:9]([NH2:15])[CH2:10][CH2:11][CH2:12][CH2:13][CH3:14].I[C:17]1[CH:22]=[CH:21][CH:20]=[CH:19][CH:18]=1.C(O)CO. The catalyst is [Cu]I.CCCCCC.C(OCC)(=O)C.CC(O)C. The product is [C:17]1([CH2:14][CH2:13][CH2:12][CH2:11][CH2:10][CH2:9][NH2:15])[CH:22]=[CH:21][CH:20]=[CH:19][CH:18]=1. The yield is 0.860. (3) The reactants are [CH2:1]([O:8][CH2:9][CH2:10][CH2:11][O:12][C:13]1[C:14](Br)=[C:15]([CH:18]=[CH:19][CH:20]=1)[CH:16]=[O:17])[C:2]1[CH:7]=[CH:6][CH:5]=[CH:4][CH:3]=1.CC([O-])=O.[K+].[B:27]1([B:27]2[O:31][C:30]([CH3:33])([CH3:32])[C:29]([CH3:35])([CH3:34])[O:28]2)[O:31][C:30]([CH3:33])([CH3:32])[C:29]([CH3:35])([CH3:34])[O:28]1.C(Cl)Cl. The product is [CH2:1]([O:8][CH2:9][CH2:10][CH2:11][O:12][C:13]1[C:14]([B:27]2[O:31][C:30]([CH3:33])([CH3:32])[C:29]([CH3:35])([CH3:34])[O:28]2)=[C:15]([CH:18]=[CH:19][CH:20]=1)[CH:16]=[O:17])[C:2]1[CH:7]=[CH:6][CH:5]=[CH:4][CH:3]=1. The catalyst is CN(C=O)C.C1C=CC(P(C2C=CC=CC=2)[C-]2C=CC=C2)=CC=1.C1C=CC(P(C2C=CC=CC=2)[C-]2C=CC=C2)=CC=1.Cl[Pd]Cl.[Fe+2]. The yield is 0.530.